Dataset: Full USPTO retrosynthesis dataset with 1.9M reactions from patents (1976-2016). Task: Predict the reactants needed to synthesize the given product. (1) Given the product [CH2:37]([C:2]1[C:7]([CH:8]=[CH2:9])=[CH:6][N:5]=[C:4]([N:10]([CH2:20][C:21]2[CH:26]=[CH:25][C:24]([O:27][CH3:28])=[CH:23][CH:22]=2)[CH2:11][C:12]2[CH:17]=[CH:16][C:15]([O:18][CH3:19])=[CH:14][CH:13]=2)[CH:3]=1)[CH:36]=[CH2:35], predict the reactants needed to synthesize it. The reactants are: Br[C:2]1[C:7]([CH:8]=[CH2:9])=[CH:6][N:5]=[C:4]([N:10]([CH2:20][C:21]2[CH:26]=[CH:25][C:24]([O:27][CH3:28])=[CH:23][CH:22]=2)[CH2:11][C:12]2[CH:17]=[CH:16][C:15]([O:18][CH3:19])=[CH:14][CH:13]=2)[CH:3]=1.C([O-])([O-])=O.[Cs+].[Cs+].[CH2:35]([Sn](CCCC)(CCCC)CCCC)[CH:36]=[CH2:37].[F-].[K+]. (2) The reactants are: Cl[C:2]1[N:11]=[C:10](Cl)[C:9]2[C:4](=[CH:5][CH:6]=[CH:7][CH:8]=2)[N:3]=1.[F:13][C:14]([F:23])([F:22])[C:15]1[CH:21]=[CH:20][C:18]([NH2:19])=[CH:17][CH:16]=1.[CH3:24][C:25]1[CH:29]=[C:28]([CH3:30])[NH:27][N:26]=1. Given the product [CH3:24][C:25]1[CH:29]=[C:28]([CH3:30])[N:27]([C:2]2[N:11]=[C:10]([NH:19][C:18]3[CH:20]=[CH:21][C:15]([C:14]([F:22])([F:23])[F:13])=[CH:16][CH:17]=3)[C:9]3[C:4](=[CH:5][CH:6]=[CH:7][CH:8]=3)[N:3]=2)[N:26]=1, predict the reactants needed to synthesize it. (3) The reactants are: [NH:1]1[CH2:5][CH2:4][CH2:3][CH2:2]1.C(N(CC)CC)C.[C:13]([C:15]1[CH:20]=[CH:19][CH:18]=[CH:17][C:16]=1[S:21](Cl)(=[O:23])=[O:22])#[N:14]. Given the product [N:1]1([S:21]([C:16]2[CH:17]=[CH:18][CH:19]=[CH:20][C:15]=2[C:13]#[N:14])(=[O:23])=[O:22])[CH2:5][CH2:4][CH2:3][CH2:2]1, predict the reactants needed to synthesize it. (4) The reactants are: [OH:1][C:2]1([C:16]([O:18]C)=[O:17])[C:15]2[CH:14]=[CH:13][CH:12]=[CH:11][C:10]=2[O:9][C:8]2[C:3]1=[CH:4][CH:5]=[CH:6][CH:7]=2.[C@@:20]12([OH:29])[N:27]([CH3:28])[C@@H:24]([CH2:25][CH2:26]1)[CH2:23][CH:22]=[CH:21]2.[Na].O. Given the product [C@@:20]12([OH:29])[N:27]([CH3:28])[C@@H:24]([CH2:25][CH2:26]1)[CH2:23][CH:22]=[CH:21]2.[OH:1][C:2]1([C:16]([O-:18])=[O:17])[C:3]2[CH:4]=[CH:5][CH:6]=[CH:7][C:8]=2[O:9][C:10]2[C:15]1=[CH:14][CH:13]=[CH:12][CH:11]=2, predict the reactants needed to synthesize it.